From a dataset of Reaction yield outcomes from USPTO patents with 853,638 reactions. Predict the reaction yield, written as a fraction of the theoretical maximum amount of product (1.0 means a 100% yield; for example, 0.34 means a 34% yield). (1) The reactants are C([NH:8][C:9]1[C:29]2[CH2:28][CH2:27][CH2:26][C:25]=2[C:12]2[O:13][CH2:14][CH:15]([C:16]3[CH:21]=[CH:20][C:19]([CH:22]([CH3:24])[CH3:23])=[CH:18][CH:17]=3)[C:11]=2[C:10]=1[CH3:30])C1C=CC=CC=1. The catalyst is CCCCCC.C(OCC)(=O)C. The product is [CH:22]([C:19]1[CH:18]=[CH:17][C:16]([CH:15]2[CH2:14][O:13][C:12]3[C:25]4[CH2:26][CH2:27][CH2:28][C:29]=4[C:9]([NH2:8])=[C:10]([CH3:30])[C:11]2=3)=[CH:21][CH:20]=1)([CH3:24])[CH3:23]. The yield is 0.910. (2) The reactants are Br.[Br:2][C:3]1[S:7][C:6]([NH2:8])=[N:5][CH:4]=1.N1C=CC=CC=1.[C:15](O[C:15]([O:17][C:18]([CH3:21])([CH3:20])[CH3:19])=[O:16])([O:17][C:18]([CH3:21])([CH3:20])[CH3:19])=[O:16]. The catalyst is C(#N)C. The product is [Br:2][C:3]1[S:7][C:6]([NH:8][C:15](=[O:16])[O:17][C:18]([CH3:21])([CH3:20])[CH3:19])=[N:5][CH:4]=1. The yield is 0.460.